From a dataset of Catalyst prediction with 721,799 reactions and 888 catalyst types from USPTO. Predict which catalyst facilitates the given reaction. (1) Reactant: [F:1][C:2]1[CH:36]=[C:35]([NH:37][C:38]([C:40]2([C:43](=[O:52])[NH:44][C:45]3[CH:50]=[CH:49][C:48]([F:51])=[CH:47][CH:46]=3)[CH2:42][CH2:41]2)=[O:39])[CH:34]=[CH:33][C:3]=1[O:4][C:5]1[CH:10]=[CH:9][N:8]=[C:7]2[N:11]([CH2:24][C:25]3[CH:30]=[CH:29][C:28]([O:31][CH3:32])=[CH:27][CH:26]=3)[N:12]=[C:13]([C:14]3[CH:23]=[CH:22][C:17]([C:18]([O:20]C)=[O:19])=[CH:16][CH:15]=3)[C:6]=12.[OH-].[Na+]. Product: [F:1][C:2]1[CH:36]=[C:35]([NH:37][C:38]([C:40]2([C:43](=[O:52])[NH:44][C:45]3[CH:46]=[CH:47][C:48]([F:51])=[CH:49][CH:50]=3)[CH2:42][CH2:41]2)=[O:39])[CH:34]=[CH:33][C:3]=1[O:4][C:5]1[CH:10]=[CH:9][N:8]=[C:7]2[N:11]([CH2:24][C:25]3[CH:26]=[CH:27][C:28]([O:31][CH3:32])=[CH:29][CH:30]=3)[N:12]=[C:13]([C:14]3[CH:23]=[CH:22][C:17]([C:18]([OH:20])=[O:19])=[CH:16][CH:15]=3)[C:6]=12. The catalyst class is: 5. (2) Reactant: C(NC(C)C)(C)C.C([Li])CCC.[Cl:13][C:14]1[CH:19]=[C:18]([C:20]#[CH:21])[CH:17]=[C:16]([Cl:22])[CH:15]=1.Cl[C:24]([O:26][CH2:27][CH3:28])=[O:25]. Product: [CH2:27]([O:26][C:24](=[O:25])[C:21]#[C:20][C:18]1[CH:19]=[C:14]([Cl:13])[CH:15]=[C:16]([Cl:22])[CH:17]=1)[CH3:28]. The catalyst class is: 1. (3) Reactant: C(O[C:6](=O)[N:7]([CH:9]1[CH2:13][CH2:12][N:11]([C:14]2[CH:15]=[CH:16][C:17]3[N:18]([C:20]([CH2:23][C:24]4[CH:25]=[C:26]5[C:31](=[CH:32][C:33]=4[F:34])[N:30]=[CH:29][CH:28]=[CH:27]5)=[CH:21][N:22]=3)[N:19]=2)[CH2:10]1)C)(C)(C)C. Product: [F:34][C:33]1[CH:32]=[C:31]2[C:26]([CH:27]=[CH:28][CH:29]=[N:30]2)=[CH:25][C:24]=1[CH2:23][C:20]1[N:18]2[N:19]=[C:14]([N:11]3[CH2:12][CH2:13][CH:9]([NH:7][CH3:6])[CH2:10]3)[CH:15]=[CH:16][C:17]2=[N:22][CH:21]=1. The catalyst class is: 157. (4) Reactant: [OH:1][C@H:2]1[CH2:6][CH2:5][N:4]([C:7]([O:9][C:10]([CH3:13])([CH3:12])[CH3:11])=[O:8])[CH2:3]1.CCN(CC)CC.[C:21](Cl)(=[O:28])[C:22]1[CH:27]=[CH:26][CH:25]=[CH:24][CH:23]=1. Product: [C:21]([O:1][C@H:2]1[CH2:6][CH2:5][N:4]([C:7]([O:9][C:10]([CH3:13])([CH3:12])[CH3:11])=[O:8])[CH2:3]1)(=[O:28])[C:22]1[CH:27]=[CH:26][CH:25]=[CH:24][CH:23]=1. The catalyst class is: 2. (5) Product: [CH3:50][O:51][C:52](=[O:65])[CH2:53][CH2:54][CH2:55][CH2:56][CH2:57][CH2:58][CH2:59][CH2:60][CH2:61][CH2:22][CH2:21][O:20][C:1]([C:14]1[CH:15]=[CH:16][CH:17]=[CH:18][CH:19]=1)([C:8]1[CH:13]=[CH:12][CH:11]=[CH:10][CH:9]=1)[C:2]1[CH:3]=[CH:4][CH:5]=[CH:6][CH:7]=1. Reactant: [C:1]([O:20][CH2:21][CH2:22]CCCC(OC)=O)([C:14]1[CH:19]=[CH:18][CH:17]=[CH:16][CH:15]=1)([C:8]1[CH:13]=[CH:12][CH:11]=[CH:10][CH:9]=1)[C:2]1[CH:7]=[CH:6][CH:5]=[CH:4][CH:3]=1.C(Cl)(C1C=CC=CC=1)(C1C=CC=CC=1)C1C=CC=CC=1.[CH3:50][O:51][C:52](=[O:65])[CH2:53][CH2:54][CH2:55][CH2:56][CH2:57][CH2:58][CH2:59][CH2:60][CH2:61]CCO. The catalyst class is: 17. (6) Reactant: [OH:1][C:2]1[CH:3]=[C:4]([CH:9]=[CH:10][CH:11]=1)[C:5]([O:7]C)=[O:6].C([Si](Cl)(C)C)(C)(C)C.N1C=CN=C1. Product: [OH:1][C:2]1[CH:3]=[C:4]([CH:9]=[CH:10][CH:11]=1)[C:5]([OH:7])=[O:6]. The catalyst class is: 9. (7) Reactant: [C:1]([OH:13])(=O)/[CH:2]=[CH:3]/[CH:4]=[CH:5]/[CH2:6][CH2:7][C:8]#[C:9][C:10]#[CH:11].C(N(CC)CC)C.Cl.C(N=C=NCCCN(C)C)C.O.N1(O)C2C=CC=CC=2N=N1.[CH3:44][CH:45]([CH2:48][CH3:49])[CH2:46][NH2:47]. Product: [CH3:44][CH:45]([CH2:48][CH3:49])[CH2:46][NH:47][C:1](=[O:13])/[CH:2]=[CH:3]/[CH:4]=[CH:5]/[CH2:6][CH2:7][C:8]#[C:9][C:10]#[CH:11]. The catalyst class is: 18. (8) Reactant: [CH3:1][O:2][C:3](=[O:20])[C@@H:4]([N:13]1[C:17]([CH3:18])=[CH:16][CH:15]=[C:14]1[CH3:19])[CH2:5][C:6]1[CH:11]=[CH:10][C:9]([OH:12])=[CH:8][CH:7]=1.[C:21](Cl)(=[O:23])[CH3:22].N1C(C)=CC=CC=1C.C(OCC)(=O)C. Product: [CH3:1][O:2][C:3](=[O:20])[C@@H:4]([N:13]1[C:14]([CH3:19])=[CH:15][CH:16]=[C:17]1[CH3:18])[CH2:5][C:6]1[CH:7]=[CH:8][C:9]([O:12][C:21](=[O:23])[CH3:22])=[CH:10][CH:11]=1. The catalyst class is: 4. (9) Product: [CH:22]1[C:17](=[O:13])[CH2:18][CH2:19][CH:20]2[C:21]=1[CH2:26][CH2:27][CH2:28][CH2:23]2. Reactant: C1(C)C=CC=CC=1.C(C(C)=O)=C.[O:13]1[C:17]2([CH2:22][CH2:21][CH:20]([CH:23]3[CH2:28][CH2:27][C:26](N4CCCC4)=CC3)[CH2:19][CH2:18]2)OCC1.C([O-])(=O)C.[Na+]. The catalyst class is: 211. (10) Reactant: [C:1]([NH:4][CH2:5][CH:6]1[N:15]2[C:10](=[CH:11][C:12](=[O:21])[C:13]([C:16]([O:18]CC)=[O:17])=[CH:14]2)[C:9]2[CH:22]=[C:23]([O:29][CH2:30][CH3:31])[C:24]([O:26][CH2:27][CH3:28])=[CH:25][C:8]=2[CH2:7]1)(=[O:3])[CH3:2].[H-].[Na+].I[CH3:35].O[Li].O.Cl. Product: [C:1]([N:4]([CH2:5][CH:6]1[N:15]2[C:10](=[CH:11][C:12](=[O:21])[C:13]([C:16]([OH:18])=[O:17])=[CH:14]2)[C:9]2[CH:22]=[C:23]([O:29][CH2:30][CH3:31])[C:24]([O:26][CH2:27][CH3:28])=[CH:25][C:8]=2[CH2:7]1)[CH3:35])(=[O:3])[CH3:2]. The catalyst class is: 18.